From a dataset of Catalyst prediction with 721,799 reactions and 888 catalyst types from USPTO. Predict which catalyst facilitates the given reaction. (1) Reactant: [N:1]1[C:10]2[C:5](=[CH:6][C:7]([CH2:11][N:12]3[C:16]4=[N:17][C:18]([N:21]5[CH2:25][CH2:24][C@@H:23]([NH:26][C:27](=O)OC(C)(C)C)[CH2:22]5)=[CH:19][N:20]=[C:15]4[N:14]=[N:13]3)=[CH:8][CH:9]=2)[CH:4]=[CH:3][CH:2]=1.[H-].[Na+].I[CH:37]([OH:39])C. Product: [N:1]1[C:10]2[C:5](=[CH:6][C:7]([CH2:11][N:12]3[C:16]4=[N:17][C:18]([N:21]5[CH2:25][CH2:24][C@@H:23]([NH:26][CH2:27][CH2:37][OH:39])[CH2:22]5)=[CH:19][N:20]=[C:15]4[N:14]=[N:13]3)=[CH:8][CH:9]=2)[CH:4]=[CH:3][CH:2]=1. The catalyst class is: 3. (2) Reactant: [OH-].[Li+].[CH3:3][C:4]1[CH:5]=[C:6]([CH:11]=[CH:12][C:13]=1[N:14]1[CH2:19][CH2:18][CH2:17][CH2:16][CH2:15]1)[C:7]([O:9]C)=[O:8]. Product: [CH3:3][C:4]1[CH:5]=[C:6]([CH:11]=[CH:12][C:13]=1[N:14]1[CH2:19][CH2:18][CH2:17][CH2:16][CH2:15]1)[C:7]([OH:9])=[O:8]. The catalyst class is: 20. (3) Reactant: [OH:1][C:2]1[CH:7]=[CH:6][C:5]([S:8][C:9]2[N:14]=[C:13]([CH3:15])[C:12]([CH2:16][N:17]3[CH2:22][CH2:21][CH:20]([N:23]4[C@H:27]([C:28]5[CH:33]=[CH:32][CH:31]=[CH:30][CH:29]=5)[CH2:26][NH:25][C:24]4=[O:34])[CH2:19][CH2:18]3)=[CH:11][CH:10]=2)=[CH:4][CH:3]=1.[H-].[Na+].[C:37]([O:41][C:42](=[O:45])[CH2:43]Br)([CH3:40])([CH3:39])[CH3:38]. Product: [C:37]([O:41][C:42](=[O:45])[CH2:43][O:1][C:2]1[CH:3]=[CH:4][C:5]([S:8][C:9]2[CH:10]=[CH:11][C:12]([CH2:16][N:17]3[CH2:22][CH2:21][CH:20]([N:23]4[C@H:27]([C:28]5[CH:29]=[CH:30][CH:31]=[CH:32][CH:33]=5)[CH2:26][NH:25][C:24]4=[O:34])[CH2:19][CH2:18]3)=[C:13]([CH3:15])[N:14]=2)=[CH:6][CH:7]=1)([CH3:40])([CH3:39])[CH3:38]. The catalyst class is: 1. (4) Reactant: [OH:1][N:2]1[C:7]([CH3:9])([CH3:8])[CH2:6][CH2:5][CH2:4][C:3]1([CH3:11])[CH3:10].N(O[C:15]([CH3:18])([CH3:17])[CH3:16])=O.N[C:20]1[CH:34]=[CH:33][C:23]([C:24]([C:26]2[CH:31]=[CH:30][C:29](N)=[CH:28][CH:27]=2)=[O:25])=[CH:22][CH:21]=1. Product: [CH3:10][C:3]1([CH3:11])[CH2:4][CH2:5][CH2:6][C:7]([CH3:9])([CH3:8])[N:2]1[O:1][C:20]1[CH:34]=[CH:33][C:23]([C:24]([C:26]2[CH:31]=[CH:30][C:29]([O:1][N:2]3[C:3]([CH3:11])([CH3:10])[CH2:4][CH2:5][CH2:18][C:15]3([CH3:16])[CH3:17])=[CH:28][CH:27]=2)=[O:25])=[CH:22][CH:21]=1. The catalyst class is: 17. (5) Reactant: [C:1]([O:5][C:6]([N:8]1[CH2:12][CH2:11][CH2:10][CH:9]1[C:13](=[O:22])[NH:14][C:15]1[CH:20]=[CH:19][C:18](Br)=[CH:17][CH:16]=1)=[O:7])([CH3:4])([CH3:3])[CH3:2].[CH3:23][S:24][C:25]1[CH:30]=[CH:29][CH:28]=[CH:27][C:26]=1B(O)O.C([O-])([O-])=O.[Na+].[Na+]. Product: [C:1]([O:5][C:6]([N:8]1[CH2:12][CH2:11][CH2:10][CH:9]1[C:13](=[O:22])[NH:14][C:15]1[CH:20]=[CH:19][C:18]([C:26]2[CH:27]=[CH:28][CH:29]=[CH:30][C:25]=2[S:24][CH3:23])=[CH:17][CH:16]=1)=[O:7])([CH3:4])([CH3:3])[CH3:2]. The catalyst class is: 596. (6) Reactant: [F:1][C:2]1[CH:35]=[C:34]([F:36])[CH:33]=[CH:32][C:3]=1[CH2:4][N:5]1[C:9]2=[CH:10][N:11]=[C:12]([C:14](O)=[O:15])[CH:13]=[C:8]2[C:7]([CH2:17][N:18]2[CH2:23][CH2:22][C:21]([OH:31])([CH2:24][N:25]3[CH2:29][CH2:28][CH2:27][C:26]3=[O:30])[CH2:20][CH2:19]2)=[CH:6]1.CN(C([O:44][N:45]1N=N[C:47]2C=CC=N[C:46]1=2)=[N+](C)C)C.F[P-](F)(F)(F)(F)F.C(N(CC)CC)C.Cl.C(NO)C. Product: [F:1][C:2]1[CH:35]=[C:34]([F:36])[CH:33]=[CH:32][C:3]=1[CH2:4][N:5]1[C:9]2=[CH:10][N:11]=[C:12]([C:14]([N:45]([CH2:46][CH3:47])[OH:44])=[O:15])[CH:13]=[C:8]2[C:7]([CH2:17][N:18]2[CH2:19][CH2:20][C:21]([OH:31])([CH2:24][N:25]3[CH2:29][CH2:28][CH2:27][C:26]3=[O:30])[CH2:22][CH2:23]2)=[CH:6]1. The catalyst class is: 3.